From a dataset of Full USPTO retrosynthesis dataset with 1.9M reactions from patents (1976-2016). Predict the reactants needed to synthesize the given product. (1) The reactants are: [CH3:1][N:2]1[CH2:7][CH2:6][CH:5]([OH:8])[CH2:4][CH2:3]1.[H-].[Na+].[Br:11][C:12]1[CH:17]=[CH:16][CH:15]=[C:14](F)[CH:13]=1. Given the product [Br:11][C:12]1[CH:13]=[C:14]([CH:15]=[CH:16][CH:17]=1)[O:8][CH:5]1[CH2:6][CH2:7][N:2]([CH3:1])[CH2:3][CH2:4]1, predict the reactants needed to synthesize it. (2) Given the product [C:1]([C:3]1([NH:6][C:7]([C@@H:9]2[CH2:10][C@@H:11]([S:42][C:39]3[CH:40]=[CH:41][C:36]([C:34]4[CH:33]=[CH:32][N:31]=[C:30]([CH3:29])[CH:35]=4)=[CH:37][C:38]=3[C:43]([F:46])([F:44])[F:45])[CH2:12][N:13]2[C:14]([C:16]2([C:19]([F:21])([F:22])[F:20])[CH2:17][CH2:18]2)=[O:15])=[O:8])[CH2:4][CH2:5]1)#[N:2], predict the reactants needed to synthesize it. The reactants are: [C:1]([C:3]1([NH:6][C:7]([C@H:9]2[N:13]([C:14]([C:16]3([C:19]([F:22])([F:21])[F:20])[CH2:18][CH2:17]3)=[O:15])[CH2:12][C@@H:11](OS(C)(=O)=O)[CH2:10]2)=[O:8])[CH2:5][CH2:4]1)#[N:2].Cl.[CH3:29][C:30]1[CH:35]=[C:34]([C:36]2[CH:41]=[CH:40][C:39]([SH:42])=[C:38]([C:43]([F:46])([F:45])[F:44])[CH:37]=2)[CH:33]=[CH:32][N:31]=1.CC(C)([O-])C.[Na+].ClCCl. (3) Given the product [S:3]1[C:4]2[C:5](=[N:6][CH:7]=[CH:8][CH:9]=2)[N:10]=[C:2]1[O:17][C:18]1[CH:25]=[CH:24][C:21]([CH:22]=[O:23])=[CH:20][CH:19]=1, predict the reactants needed to synthesize it. The reactants are: Cl[C:2]1[S:3][C:4]2[C:5]([N:10]=1)=[N:6][CH:7]=[CH:8][CH:9]=2.C([O-])([O-])=O.[K+].[K+].[OH:17][C:18]1[CH:25]=[CH:24][C:21]([CH:22]=[O:23])=[CH:20][CH:19]=1. (4) Given the product [CH3:1][C:2]1[C:3]2[CH:14]=[CH:13][CH:12]=[CH:11][C:4]=2[S:5][C:6]=1[C:7]([OH:9])=[O:8], predict the reactants needed to synthesize it. The reactants are: [CH3:1][C:2]1[C:3]2[CH:14]=[CH:13][CH:12]=[CH:11][C:4]=2[S:5][C:6]=1[C:7]([O:9]C)=[O:8].O.[OH-].[Li+].O.